Dataset: Full USPTO retrosynthesis dataset with 1.9M reactions from patents (1976-2016). Task: Predict the reactants needed to synthesize the given product. Given the product [F:1][C:2]1[CH:11]=[C:10]([F:12])[CH:9]=[C:8]2[C:3]=1[C:4]([N:20]1[C:28]3[C:23](=[N:24][CH:25]=[C:26]([N:29]4[CH2:30][CH2:31][O:32][CH2:33][CH2:34]4)[CH:27]=3)[C:22]3([CH2:35][CH2:36][O:37][CH2:38][CH2:39]3)[CH2:21]1)=[C:5]([CH3:19])[C:6]([N:13]1[CH2:18][CH2:17][N:16]([C:42]([NH:41][CH3:40])=[O:43])[CH2:15][CH2:14]1)=[N:7]2, predict the reactants needed to synthesize it. The reactants are: [F:1][C:2]1[CH:11]=[C:10]([F:12])[CH:9]=[C:8]2[C:3]=1[C:4]([N:20]1[C:28]3[C:23](=[N:24][CH:25]=[C:26]([N:29]4[CH2:34][CH2:33][O:32][CH2:31][CH2:30]4)[CH:27]=3)[C:22]3([CH2:39][CH2:38][O:37][CH2:36][CH2:35]3)[CH2:21]1)=[C:5]([CH3:19])[C:6]([N:13]1[CH2:18][CH2:17][NH:16][CH2:15][CH2:14]1)=[N:7]2.[CH3:40][N:41]=[C:42]=[O:43].